Dataset: Catalyst prediction with 721,799 reactions and 888 catalyst types from USPTO. Task: Predict which catalyst facilitates the given reaction. (1) Reactant: C1C=NC2N(O)N=NC=2C=1.C1CCN2C(=NCCC2)CC1.C(Cl)CCl.[C:26]([C:28]1[CH:29]=[C:30]([CH:43]=[CH:44][CH:45]=1)[CH2:31][C:32]1[CH:42]=[CH:41][CH:40]=[CH:39][C:33]=1[C@@H:34]([OH:38])[C:35]([OH:37])=O)#[N:27].[CH3:46][C:47]1[CH:54]=[CH:53][C:50]([CH2:51][NH2:52])=[CH:49][CH:48]=1. Product: [C:26]([C:28]1[CH:29]=[C:30]([CH:43]=[CH:44][CH:45]=1)[CH2:31][C:32]1[CH:42]=[CH:41][CH:40]=[CH:39][C:33]=1[C@@H:34]([OH:38])[C:35]([NH:52][CH2:51][C:50]1[CH:53]=[CH:54][C:47]([CH3:46])=[CH:48][CH:49]=1)=[O:37])#[N:27]. The catalyst class is: 3. (2) Reactant: [NH2:1][CH:2]([CH3:27])[C:3]([NH:5][C:6]1[CH:11]=[CH:10][C:9]([C:12]2[C:13]([CH3:18])=[N:14][O:15][C:16]=2[CH3:17])=[C:8]([C:19]#[C:20][C:21]2[CH:26]=[CH:25][CH:24]=[CH:23][CH:22]=2)[N:7]=1)=[O:4].[CH3:28][C:29](=O)[CH3:30].C(O)(=O)C.C([BH3-])#N.[Na+]. Product: [CH3:18][C:13]1[C:12]([C:9]2[CH:10]=[CH:11][C:6]([NH:5][C:3](=[O:4])[CH:2]([NH:1][CH:29]([CH3:30])[CH3:28])[CH3:27])=[N:7][C:8]=2[C:19]#[C:20][C:21]2[CH:22]=[CH:23][CH:24]=[CH:25][CH:26]=2)=[C:16]([CH3:17])[O:15][N:14]=1. The catalyst class is: 5. (3) Reactant: [NH:1]([C:7]([O:9][C:10]([CH3:13])([CH3:12])[CH3:11])=[O:8])[CH2:2][CH2:3][C:4]([OH:6])=O.C([O-])(O)=O.[Na+].[Cl:19][CH2:20]S(OCl)(=O)=O. Product: [NH:1]([C:7]([O:9][C:10]([CH3:13])([CH3:12])[CH3:11])=[O:8])[CH2:2][CH2:3][C:4]([CH2:20][Cl:19])=[O:6]. The catalyst class is: 6. (4) Reactant: [NH2:1][C:2]1[CH:10]=[CH:9][C:5]([C:6]([OH:8])=[O:7])=[CH:4][C:3]=1[Cl:11].[C:12](Cl)(=[O:14])[CH3:13]. Product: [C:12]([NH:1][C:2]1[CH:10]=[CH:9][C:5]([C:6]([OH:8])=[O:7])=[CH:4][C:3]=1[Cl:11])(=[O:14])[CH3:13]. The catalyst class is: 1. (5) Reactant: [CH2:1]([Mg]Cl)[CH2:2][CH2:3][CH3:4].[C:7]1(=[O:22])[C:20]2[CH:19]=[CH:18][C:17]3[C:12](=[CH:13][CH:14]=[CH:15][CH:16]=3)[C:11]=2[CH:10]=[CH:9][C:8]1=[O:21].[NH4+].[Cl-]. Product: [CH2:1]([C:8]1([OH:21])[C:7]([CH2:1][CH2:2][CH2:3][CH3:4])([OH:22])[C:20]2[CH:15]=[CH:16][CH:17]=[CH:18][C:19]=2[C:14]2[C:9]1=[CH:10][CH:11]=[CH:12][CH:13]=2)[CH2:2][CH2:3][CH3:4]. The catalyst class is: 1. (6) Reactant: [OH:1][C:2]1[CH:3]=[C:4]([CH:7]=[CH:8][CH:9]=1)[CH2:5]O.C(N(CC)CC)C.S(Cl)([Cl:19])=O. Product: [OH:1][C:2]1[CH:3]=[C:4]([CH:7]=[CH:8][CH:9]=1)[CH2:5][Cl:19]. The catalyst class is: 48. (7) Reactant: [CH3:1][C:2]12[CH2:27][CH:6]([N:7]([C:9]([C:11]3[CH:26]=[CH:25][C:14]([O:15][CH:16]4[CH2:21][CH2:20][CH:19]([C:22](O)=[O:23])[CH2:18][CH2:17]4)=[CH:13][CH:12]=3)=[O:10])[CH2:8]1)[CH2:5][C:4]([CH3:29])([CH3:28])[CH2:3]2.S(Cl)(Cl)=O.C[N:35](C=O)C. The catalyst class is: 2. Product: [CH3:1][C:2]12[CH2:27][CH:6]([N:7]([C:9]([C:11]3[CH:26]=[CH:25][C:14]([O:15][CH:16]4[CH2:21][CH2:20][CH:19]([C:22]([NH2:35])=[O:23])[CH2:18][CH2:17]4)=[CH:13][CH:12]=3)=[O:10])[CH2:8]1)[CH2:5][C:4]([CH3:29])([CH3:28])[CH2:3]2. (8) Reactant: Cl[CH2:2][C:3]1[N:4]=[C:5]([CH:8]=[CH:9][C:10]2[CH:15]=[CH:14][C:13]([C:16]([F:19])([F:18])[F:17])=[CH:12][CH:11]=2)[O:6][CH:7]=1.[N:20]1([CH2:25][CH2:26][CH2:27][CH2:28][C:29]2[N:34]=[CH:33][C:32]([OH:35])=[CH:31][N:30]=2)[CH:24]=[CH:23][N:22]=[N:21]1.C(=O)([O-])[O-].[Cs+].[Cs+].C(OCC)(=O)C. Product: [N:20]1([CH2:25][CH2:26][CH2:27][CH2:28][C:29]2[N:34]=[CH:33][C:32]([O:35][CH2:2][C:3]3[N:4]=[C:5]([CH:8]=[CH:9][C:10]4[CH:15]=[CH:14][C:13]([C:16]([F:19])([F:18])[F:17])=[CH:12][CH:11]=4)[O:6][CH:7]=3)=[CH:31][N:30]=2)[CH:24]=[CH:23][N:22]=[N:21]1. The catalyst class is: 3. (9) Reactant: [O:1]=[C:2]([CH3:19])[C:3]([O:5][C:6]1[CH:14]=[C:13]([C:15]([F:18])([F:17])[F:16])[CH:12]=[CH:11][C:7]=1[C:8](O)=[O:9])=[O:4].COS(OC)=O.[B].Cl. Product: [O:1]=[C:2]([CH3:19])[C:3]([O:5][C:6]1[CH:14]=[C:13]([C:15]([F:16])([F:17])[F:18])[CH:12]=[CH:11][C:7]=1[CH2:8][OH:9])=[O:4]. The catalyst class is: 7. (10) Reactant: [Na].[Na].[C:3]([C:6]1[O:7][C:8]2[C:13]([C:14](=[O:16])[CH:15]=1)=[C:12]([O:17][CH2:18][CH:19]([OH:36])[CH2:20][O:21][C:22]1[CH:31]=[CH:30][CH:29]=[C:28]3[C:23]=1[C:24](=[O:35])[CH:25]=[C:26]([C:32]([OH:34])=[O:33])[O:27]3)[CH:11]=[CH:10][CH:9]=2)([OH:5])=[O:4].C(Br)C1C=CC=CC=1.C(=O)([O-])O.[Na+]. Product: [C:32]([C:26]1[O:27][C:28]2[C:23]([C:24](=[O:35])[CH:25]=1)=[C:22]([O:21][CH2:20][CH:19]([OH:36])[CH2:18][O:17][C:12]1[CH:11]=[CH:10][CH:9]=[C:8]3[C:13]=1[C:14](=[O:16])[CH:15]=[C:6]([C:3]([OH:5])=[O:4])[O:7]3)[CH:31]=[CH:30][CH:29]=2)([OH:34])=[O:33]. The catalyst class is: 3.